From a dataset of Experimentally validated miRNA-target interactions with 360,000+ pairs, plus equal number of negative samples. Binary Classification. Given a miRNA mature sequence and a target amino acid sequence, predict their likelihood of interaction. (1) The protein sequence of the target gene is MSLGQRLALLASRLQEPQRVASFQRLCGVEVPLSSPAADEDAETEVRGAPGEPRRRGRQPGAEDSPAKADCCGAPNGVRNGLAAEPGPTGPRRAGSQRRNSLTGEEGELVKVSNLPLYYLFCLGTELGNELFYILFFPFWIWNLDPFVGRRLVIIWVLVMYLGQCTKDIIRWPRPASPPVIKLEVFYNSEYSMPSTHAMSGTAIPIAMFLLTYGRWQYPLIYGLILIPCWSSLVCLSRIYMGMHSILDVIAGFLYTILILIIFYPLVDLIDNFNQTYKYAPLIIIGLHLILGIFSFTLDT.... The miRNA is mmu-miR-34b-5p with sequence AGGCAGUGUAAUUAGCUGAUUGU. Result: 1 (interaction). (2) The miRNA is hsa-miR-5189-5p with sequence UCUGGGCACAGGCGGAUGGACAGG. The protein sequence of the target gene is MAGLEVLFASAAPAITCRQDALVCFLHWEVVTHGYFGLGVGDQPGPNDKKSELLPAGWNNNKDLYVLRYEYKDGSRKLLVKAITVESSMILNVLEYGSQQVADLTLNLDDYIDAEHLGDFHRTYKNSEELRSRIVSGIITPIHEQWEKANVSSPHREFPPATAREVDPLRIPPHHPHTSRQPPWCDPLGPFVVGGEDLDPFGPRRGGMIVDPLRSGFPRALIDPSSGLPNRLPPGAVPPGARFDPFGPIGTSPPGPNPDHLPPPGYDDMYL. Result: 1 (interaction). (3) Result: 0 (no interaction). The miRNA is hsa-miR-6770-5p with sequence UGAGAAGGCACAGCUUGCACGUGA. The protein sequence of the target gene is MGAQFSKTAAKGEATAERPGEAAVASSPSKANGQENGHVKVNGDASPAAAEPGAKEELQANGSAPAADKEEPAAAGSGAASPAAAEKDEPAAAAPDAGASPVEKEAPVEGEAAEPGSPTAAEGEAASAASSTSSPKAEDGATPSPSNETPKKKKKRFSFKKSFKLSGFSFKKNKKEAGEGGEAEGAAGASAEGGKDEASGGAAAAAGEAGAAPGEPTAAPGEEAAAGEEGAAGGDPQEAKPEEAAVAPEKPPASEEAKAVEEPSKAEEKAEEAGVSAAGCEAPSAAGPGVPPEQEAAPAE.... (4) The miRNA is mmu-miR-511-3p with sequence AAUGUGUAGCAAAAGACAGGAU. The protein sequence of the target gene is MSLLYGLQSTRINRFLSGVNNLANRRQWTPPASCPLAPKLRAVNAYWGLNTVSHCHSVTLLPRNFLFCRTLNHKKSRCLSSAQSKELGVLTYRCTVRGDSVLRQGARKVAGVPALAASCSPSCPAVIEARSFRTSARVQAAPVPLLLLILKPVQKLLAIIVGRGIRKWWQALPPNKKELFKDSVRKNKWRLLLGLSAFGLLFVVFYFTHLEVSPVTGRSKLLLVGKEHFRLLSDLEYEVWMEEFKNDLLPERDPRYLTVKEMVYHLTQCNRDVPGISETNWVVHVVDSPAVNAFVLPNGQ.... Result: 0 (no interaction). (5) The miRNA is hsa-miR-138-2-3p with sequence GCUAUUUCACGACACCAGGGUU. The protein sequence of the target gene is MAQTDKPTCIPPELPKMLKEFAKAAIRAQPQDLIQWGADYFEALSRGETPPVRERSERVALCNWAELTPELLKILHSQVAGRLIIRAEELAQMWKVVNLPTDLFNSVMNVGRFTEEIEWLKFLALACSALGVTITKTLKIVCEVLSCDHNGGLPRIPFSTFQFLYTYIAEVDGEICASHVSRMLNYIEQEVIGPDGLITVNDFTQNPRVWLE. Result: 0 (no interaction). (6) The miRNA is mmu-miR-129-2-3p with sequence AAGCCCUUACCCCAAAAAGCAU. Result: 0 (no interaction). The protein sequence of the target gene is MYLLPLPAAARVALRRLGVRGLWDRGLSTADMTKGLVLGIYAKDKDDDLPQFTSAGESFNKLVSGKLREMLNISGPPLKAGKTRTFYGLHQDFPSVVVVGLGKRSAGVDDQENWHEGKENIRAAVAAGCRQVQDLELPSVEVDPCGDAQAAAEGAVLGLYEYDDLKQKKKVAVSAKLHGSGDLEAWEKGVLFASGQNLARHLMESPANEMTPTRFAEIIEKNLKSASSKTKVHIRPKSWIEEQEMGSFLSVAKGSEEPPVFLEIHYMGSPNATEAPLVFVGKGITFDSGGISIKASANMD....